This data is from Forward reaction prediction with 1.9M reactions from USPTO patents (1976-2016). The task is: Predict the product of the given reaction. (1) Given the reactants [NH2:1][C:2]1[C:11]([CH:12]=O)=[C:10]([C:14]2[CH:15]=[C:16]3[C:21](=[CH:22][CH:23]=2)[O:20][CH2:19][CH2:18][CH2:17]3)[C:5]([C:6]([O:8][CH3:9])=[O:7])=[C:4]([CH3:24])[N:3]=1.[C:25](=O)([O-])[O-].[Cs+].[Cs+].[Si](C=[N+]=[N-])(C)(C)C, predict the reaction product. The product is: [O:20]1[C:21]2[C:16](=[CH:15][C:14]([C:10]3[C:5]([C:6]([O:8][CH3:9])=[O:7])=[C:4]([CH3:24])[N:3]=[C:2]4[NH:1][CH:25]=[CH:12][C:11]=34)=[CH:23][CH:22]=2)[CH2:17][CH2:18][CH2:19]1. (2) The product is: [Cl:18][C:19]1[CH:24]=[CH:23][C:22]([Cl:25])=[CH:21][C:20]=1[O:26][C:2]1[CH:7]=[C:6]([O:8][CH2:9][C:10]#[CH:11])[N:5]=[CH:4][N:3]=1. Given the reactants Cl[C:2]1[CH:7]=[C:6]([O:8][CH2:9][C:10]#[CH:11])[N:5]=[CH:4][N:3]=1.C(=O)([O-])[O-].[K+].[K+].[Cl:18][C:19]1[CH:24]=[CH:23][C:22]([Cl:25])=[CH:21][C:20]=1[OH:26].[Cl-].[NH4+], predict the reaction product. (3) Given the reactants C(O)(=O)C.NN.C([S:10][C@@H:11]1[CH2:15][N:14]([CH3:16])[C@H:13]([C:17]([N:19]2[CH2:23][CH2:22][C@H:21]([NH:24][C:25](=[O:57])[CH2:26][NH:27][C:28]([NH:43][C:44]([O:46][CH2:47][C:48]3[CH:53]=[CH:52][C:51]([N+:54]([O-:56])=[O:55])=[CH:50][CH:49]=3)=[O:45])=[N:29][C:30]([O:32][CH2:33][C:34]3[CH:39]=[CH:38][C:37]([N+:40]([O-:42])=[O:41])=[CH:36][CH:35]=3)=[O:31])[CH2:20]2)=[O:18])[CH2:12]1)(=O)C.[OH:58][C@@H:59]([C@H:61]1[C:96](=[O:97])[N:63]2[C:64]([C:83]([O:85][CH2:86][C:87]3[CH:92]=[CH:91][C:90]([N+:93]([O-:95])=[O:94])=[CH:89][CH:88]=3)=[O:84])=[C:65](OP(C3C=CC=CC=3)(C3C=CC=CC=3)=O)[C@H:66]([CH3:67])[C@H:62]12)[CH3:60].C(N(CC)C(C)C)(C)C.C(=O)([O-])O.[Na+], predict the reaction product. The product is: [N+:40]([C:37]1[CH:38]=[CH:39][C:34]([CH2:33][O:32][C:30]([N:29]=[C:28]([NH:43][C:44]([O:46][CH2:47][C:48]2[CH:53]=[CH:52][C:51]([N+:54]([O-:56])=[O:55])=[CH:50][CH:49]=2)=[O:45])[NH:27][CH2:26][C:25]([NH:24][C@H:21]2[CH2:22][CH2:23][N:19]([C:17]([C@@H:13]3[CH2:12][C@H:11]([S:10][C:65]4[C@H:66]([CH3:67])[C@@H:62]5[C@@H:61]([C@H:59]([OH:58])[CH3:60])[C:96](=[O:97])[N:63]5[C:64]=4[C:83]([O:85][CH2:86][C:87]4[CH:88]=[CH:89][C:90]([N+:93]([O-:95])=[O:94])=[CH:91][CH:92]=4)=[O:84])[CH2:15][N:14]3[CH3:16])=[O:18])[CH2:20]2)=[O:57])=[O:31])=[CH:35][CH:36]=1)([O-:42])=[O:41]. (4) Given the reactants [NH2:1][NH:2][C:3](=[NH:14])[C:4]1[C:9]([C:10]([F:13])([F:12])[F:11])=[CH:8][CH:7]=[N:6][CH:5]=1.[C:15]1([CH:25]=O)[C:24]2[C:19](=[CH:20][CH:21]=[CH:22][CH:23]=2)[CH:18]=[CH:17][CH:16]=1, predict the reaction product. The product is: [C:15]1([C:25]2[NH:1][N:2]=[C:3]([C:4]3[CH:5]=[N:6][CH:7]=[CH:8][C:9]=3[C:10]([F:11])([F:12])[F:13])[N:14]=2)[C:24]2[C:19](=[CH:20][CH:21]=[CH:22][CH:23]=2)[CH:18]=[CH:17][CH:16]=1.